From a dataset of Full USPTO retrosynthesis dataset with 1.9M reactions from patents (1976-2016). Predict the reactants needed to synthesize the given product. (1) Given the product [CH3:4][N:5]1[C:9]([C:10]2[CH:15]=[CH:14][CH:13]=[CH:12][CH:11]=2)=[C:8]2[C:7]([C:26]3([C:27]4[CH:32]=[CH:31][CH:30]=[CH:29][CH:28]=4)[CH2:25][CH:21]([C:22]#[N:23])[C:20](=[O:24])[CH:19]([CH3:33])[CH:18]3[CH2:17][CH2:16]2)=[N:6]1, predict the reactants needed to synthesize it. The reactants are: C[O-].[Na+].[CH3:4][N:5]1[C:9]([C:10]2[CH:15]=[CH:14][CH:13]=[CH:12][CH:11]=2)=[C:8]2[CH2:16][CH2:17][CH:18]3[C:26]([C:27]4[CH:32]=[CH:31][CH:30]=[CH:29][CH:28]=4)([C:7]2=[N:6]1)[CH2:25][C:21]1[CH:22]=[N:23][O:24][C:20]=1[CH:19]3[CH3:33]. (2) Given the product [F:1][C:2]1[CH:8]=[CH:7][CH:6]=[CH:5][C:3]=1[NH:4][C:43](=[O:44])[C:42]1[CH:41]=[CH:40][C:39]([CH2:38][N:18]2[C:19]3[C:24](=[CH:23][CH:22]=[CH:21][CH:20]=3)[C:25]3([C:29]4[C:28](=[CH:37][C:36]5[O:35][CH2:34][CH2:33][O:32][C:31]=5[CH:30]=4)[O:27][CH2:26]3)[C:17]2=[O:16])=[CH:47][CH:46]=1, predict the reactants needed to synthesize it. The reactants are: [F:1][C:2]1[CH:8]=[CH:7][CH:6]=[CH:5][C:3]=1[NH2:4].C(N(CC)CC)C.[O:16]=[C:17]1[C:25]2([C:29]3=[CH:30][C:31]4[O:32][CH2:33][CH2:34][O:35][C:36]=4[CH:37]=[C:28]3[O:27][CH2:26]2)[C:24]2[C:19](=[CH:20][CH:21]=[CH:22][CH:23]=2)[N:18]1[CH2:38][C:39]1[CH:47]=[CH:46][C:42]([C:43](Cl)=[O:44])=[CH:41][CH:40]=1. (3) Given the product [C:1]([C:3]([C:6]1[CH:7]=[C:8]([CH:39]=[CH:40][CH:41]=1)[C:9]([NH:11][C:20]1[CH:25]=[CH:24][C:23]([CH3:26])=[C:22]([N:27]2[CH2:35][C:34]3[C:29](=[CH:30][C:31]([O:36][CH3:37])=[CH:32][CH:33]=3)[C:28]2=[O:38])[CH:21]=1)=[O:10])([CH3:4])[CH3:5])#[N:2], predict the reactants needed to synthesize it. The reactants are: [C:1]([C:3]([C:6]1[CH:7]=[C:8]([CH:39]=[CH:40][CH:41]=1)[C:9]([N:11]([C:20]1[CH:25]=[CH:24][C:23]([CH3:26])=[C:22]([N:27]2[CH2:35][C:34]3[C:29](=[CH:30][C:31]([O:36][CH3:37])=[CH:32][CH:33]=3)[C:28]2=[O:38])[CH:21]=1)COCC[Si](C)(C)C)=[O:10])([CH3:5])[CH3:4])#[N:2].FC(F)(F)C(O)=O.Cl. (4) Given the product [F:27][C:24]1[CH:25]=[CH:26][C:21]([CH2:20][O:19][C:17]2[CH:18]=[CH:13][N:14]([OH:9])[C:28](=[O:31])[CH:16]=2)=[CH:22][CH:23]=1, predict the reactants needed to synthesize it. The reactants are: ClC1C=CC=C(C(OO)=[O:9])C=1.Cl[C:13]1[CH:18]=[C:17]([O:19][CH2:20][C:21]2[CH:26]=[CH:25][C:24]([F:27])=[CH:23][CH:22]=2)[CH:16]=C[N:14]=1.[C:28](=[O:31])([O-])O.[Na+].FC(F)(F)C(OC(=O)C(F)(F)F)=O. (5) Given the product [NH2:1][C:2]1[C:11]2[C:6](=[C:7]([C:22]3[CH:23]=[CH:24][C:25]([O:27][CH3:28])=[CH:26][C:21]=3[F:20])[C:8]([F:12])=[CH:9][CH:10]=2)[N:5]=[N:4][C:3]=1[C:14]([NH:16][CH2:17][CH2:18][CH3:19])=[O:15], predict the reactants needed to synthesize it. The reactants are: [NH2:1][C:2]1[C:11]2[C:6](=[C:7](I)[C:8]([F:12])=[CH:9][CH:10]=2)[N:5]=[N:4][C:3]=1[C:14]([NH:16][CH2:17][CH2:18][CH3:19])=[O:15].[F:20][C:21]1[CH:26]=[C:25]([O:27][CH3:28])[CH:24]=[CH:23][C:22]=1B(O)O. (6) Given the product [Cl:24][C:19]1[CH:20]=[CH:21][CH:22]=[CH:23][C:18]=1[NH:17][C:15]1[NH:14][C:13](=[O:25])[CH:12]=[C:11]([C:9]2[CH:8]=[CH:7][C:5]3[NH:6][C:2]([NH:1][C:31]([C:29]4[N:28]=[CH:27][NH:26][CH:30]=4)=[O:32])=[N:3][C:4]=3[CH:10]=2)[N:16]=1, predict the reactants needed to synthesize it. The reactants are: [NH2:1][C:2]1[NH:6][C:5]2[CH:7]=[CH:8][C:9]([C:11]3[NH:16][C:15]([NH:17][C:18]4[CH:23]=[CH:22][CH:21]=[CH:20][C:19]=4[Cl:24])=[N:14][C:13](=[O:25])[CH:12]=3)=[CH:10][C:4]=2[N:3]=1.[NH:26]1[CH:30]=[C:29]([C:31](O)=[O:32])[N:28]=[CH:27]1. (7) Given the product [CH3:17][O:16][C:13]1[CH:14]=[CH:15][C:10]([C:9](=[N:8][CH2:1][C:2]2[CH:7]=[CH:6][CH:5]=[CH:4][CH:3]=2)[Cl:20])=[CH:11][CH:12]=1, predict the reactants needed to synthesize it. The reactants are: [CH2:1]([NH:8][C:9](=O)[C:10]1[CH:15]=[CH:14][C:13]([O:16][CH3:17])=[CH:12][CH:11]=1)[C:2]1[CH:7]=[CH:6][CH:5]=[CH:4][CH:3]=1.C(Cl)[Cl:20]. (8) Given the product [Cl-:1].[C:11]([C:13]1[S:17][C:16]([NH2+:18][NH2:19])=[CH:15][CH:14]=1)#[N:12], predict the reactants needed to synthesize it. The reactants are: [ClH:1].N(C1C=C(C#N)SC=1)N.[C:11]([C:13]1[S:17][C:16]([N:18](C(OC(C)(C)C)=O)[NH:19]C(OC(C)(C)C)=O)=[CH:15][CH:14]=1)#[N:12]. (9) Given the product [CH:27]1([C@H:25]([NH:24][C:10]2[N:9]=[C:8]([C:31]#[N:32])[N:7]=[C:6]3[C:11]=2[N:12]([CH2:13][C:14]2[CH:19]=[CH:18][C:17]([C:20]([F:23])([F:21])[F:22])=[CH:16][CH:15]=2)[C:4]([CH:2]([N:40]([CH2:41][CH:42]([CH3:44])[CH3:43])[CH3:39])[CH3:3])=[N:5]3)[CH3:26])[CH2:28][CH2:29][CH2:30]1, predict the reactants needed to synthesize it. The reactants are: Cl[CH:2]([C:4]1[N:12]([CH2:13][C:14]2[CH:19]=[CH:18][C:17]([C:20]([F:23])([F:22])[F:21])=[CH:16][CH:15]=2)[C:11]2[C:6](=[N:7][C:8]([C:31]#[N:32])=[N:9][C:10]=2[NH:24][C@@H:25]([CH:27]2[CH2:30][CH2:29][CH2:28]2)[CH3:26])[N:5]=1)[CH3:3].C([O-])([O-])=O.[K+].[K+].[CH3:39][NH:40][CH2:41][CH:42]([CH3:44])[CH3:43]. (10) Given the product [NH2:7][CH2:8][CH:9]1[O:14][CH2:13][CH2:12][N:11]([C:15]2[C:27]3[C:26]4[C:21](=[CH:22][C:23]([C:28]([NH2:29])=[O:30])=[CH:24][CH:25]=4)[NH:20][C:19]=3[N:18]=[CH:17][N:16]=2)[CH2:10]1, predict the reactants needed to synthesize it. The reactants are: C(OC(=O)[NH:7][CH2:8][CH:9]1[O:14][CH2:13][CH2:12][N:11]([C:15]2[C:27]3[C:26]4[C:21](=[CH:22][C:23]([C:28](=[O:30])[NH2:29])=[CH:24][CH:25]=4)[NH:20][C:19]=3[N:18]=[CH:17][N:16]=2)[CH2:10]1)(C)(C)C.CC1C=CC(S(O)(=O)=O)=CC=1.